From a dataset of hERG Central: cardiac toxicity at 1µM, 10µM, and general inhibition. Predict hERG channel inhibition at various concentrations. (1) The compound is N#CC1=C(SCC(=O)c2cc3ccccc3oc2=O)NC(=O)C(C#N)C12CCCC2. Results: hERG_inhib (hERG inhibition (general)): blocker. (2) The molecule is COc1cc(SC)ccc1C(=O)N1CCN(Cc2ccccc2)CC1. Results: hERG_inhib (hERG inhibition (general)): blocker. (3) The drug is NC(=O)c1ccc(NC(=O)CN2CCN(c3ccc(Cl)cc3)CC2)cc1. Results: hERG_inhib (hERG inhibition (general)): blocker. (4) The compound is CCOC(=O)c1c(CSc2ccc(C)cc2)n(C)c2cc(Br)c(O)c(CN(C)C)c12.Cl.O. Results: hERG_inhib (hERG inhibition (general)): blocker. (5) The molecule is Cc1cc(C(=O)CN2CCN(CC(=O)Nc3cccc(F)c3)CC2)c(C)n1C1CC1. Results: hERG_inhib (hERG inhibition (general)): blocker. (6) The compound is Cc1cc(=O)n2nc(N3CCCC(C(=O)NCc4ccc(Cl)cc4)C3)sc2n1. Results: hERG_inhib (hERG inhibition (general)): blocker.